From a dataset of Full USPTO retrosynthesis dataset with 1.9M reactions from patents (1976-2016). Predict the reactants needed to synthesize the given product. (1) Given the product [O:1]1[C:5]2[CH:6]=[CH:7][CH:8]=[CH:9][C:4]=2[N:3]=[C:2]1[C:10]1[CH:15]=[CH:14][C:13]([C:16]2[N:21]=[CH:20][C:19]([NH2:22])=[CH:18][CH:17]=2)=[C:12]([O:36][CH3:37])[CH:11]=1, predict the reactants needed to synthesize it. The reactants are: [O:1]1[C:5]2[CH:6]=[CH:7][CH:8]=[CH:9][C:4]=2[N:3]=[C:2]1[C:10]1[CH:15]=[CH:14][C:13]([C:16]2[N:21]=[CH:20][C:19]([N:22]=C(C3C=CC=CC=3)C3C=CC=CC=3)=[CH:18][CH:17]=2)=[C:12]([O:36][CH3:37])[CH:11]=1.CC([O-])=O.[Na+].Cl.NO. (2) Given the product [CH2:1]([O:3][C:4]([C:6]1[S:10][C:9]([Cl:21])=[N:8][C:7]=1[C:12]1[N:13]([CH2:17][CH2:18][O:19][CH3:20])[N:14]=[CH:15][N:16]=1)=[O:5])[CH3:2], predict the reactants needed to synthesize it. The reactants are: [CH2:1]([O:3][C:4]([C:6]1[S:10][C:9](N)=[N:8][C:7]=1[C:12]1[N:13]([CH2:17][CH2:18][O:19][CH3:20])[N:14]=[CH:15][N:16]=1)=[O:5])[CH3:2].[ClH:21].N([O-])=O.[Na+].NC(N)=O.C(=O)(O)[O-].[Na+]. (3) Given the product [NH2:1][C:2]1[N:7]([C:8]2[C:22]([F:23])=[CH:21][C:11]([O:12][CH2:13][CH2:14][CH2:15][NH:55][C@@H:54]([CH2:56][C:57]3[CH:58]=[CH:59][CH:60]=[CH:61][CH:62]=3)[C:53]([O:52][CH:47]3[CH2:51][CH2:50][CH2:49][CH2:48]3)=[O:63])=[CH:10][C:9]=2[F:24])[C:6](=[O:25])[CH:5]=[CH:4][C:3]=1[C:26](=[O:35])[C:27]1[CH:32]=[CH:31][C:30]([F:33])=[C:29]([CH3:34])[CH:28]=1, predict the reactants needed to synthesize it. The reactants are: [NH2:1][C:2]1[N:7]([C:8]2[C:22]([F:23])=[CH:21][C:11]([O:12][CH2:13][CH2:14][CH2:15]OS(C)(=O)=O)=[CH:10][C:9]=2[F:24])[C:6](=[O:25])[CH:5]=[CH:4][C:3]=1[C:26](=[O:35])[C:27]1[CH:32]=[CH:31][C:30]([F:33])=[C:29]([CH3:34])[CH:28]=1.S(C1C=CC(C)=CC=1)(O)(=O)=O.[CH:47]1([O:52][C:53](=[O:63])[C@H:54]([CH2:56][C:57]2[CH:62]=[CH:61][CH:60]=[CH:59][CH:58]=2)[NH2:55])[CH2:51][CH2:50][CH2:49][CH2:48]1. (4) Given the product [Cl:2][C:3]1[CH:8]=[CH:7][C:6]([CH2:9][CH2:10][NH:11][C:28]([C:23]2[C:22]([C:21]([F:32])([F:20])[F:31])=[CH:27][CH:26]=[CH:25][N:24]=2)=[O:29])=[C:5]([F:12])[CH:4]=1, predict the reactants needed to synthesize it. The reactants are: Cl.[Cl:2][C:3]1[CH:8]=[CH:7][C:6]([CH2:9][CH2:10][NH2:11])=[C:5]([F:12])[CH:4]=1.C(N(CC)CC)C.[F:20][C:21]([F:32])([F:31])[C:22]1[C:23]([C:28](O)=[O:29])=[N:24][CH:25]=[CH:26][CH:27]=1.ON1C2C=CC=CC=2N=N1.C(N=C=NCCCN(C)C)C. (5) Given the product [I:26][C:22]1[CH:21]=[C:20]([C:17]2[N:18]=[N:19][N:15]([CH2:14][CH2:13][CH2:12][N:8]3[CH2:9][CH2:10][CH2:11][CH:6]([C:4]([OH:5])=[O:3])[CH2:7]3)[N:16]=2)[CH:25]=[CH:24][CH:23]=1, predict the reactants needed to synthesize it. The reactants are: C([O:3][C:4]([CH:6]1[CH2:11][CH2:10][CH2:9][N:8]([CH2:12][CH2:13][CH2:14][N:15]2[N:19]=[N:18][C:17]([C:20]3[CH:25]=[CH:24][CH:23]=[C:22]([I:26])[CH:21]=3)=[N:16]2)[CH2:7]1)=[O:5])C.[OH-].[Na+].C(OCC)(=O)C.Cl. (6) Given the product [CH3:16][C:17]1([CH3:37])[O:21][C@H:20]([CH2:22][O:23][C:24]2[C:33]([CH3:34])=[CH:32][C:27]([C:28]3[N:30]=[C:12]([C:10]4[S:11][C:7]([CH2:6][N:3]([CH2:1][CH3:2])[CH2:4][CH3:5])=[C:8]([CH3:15])[CH:9]=4)[O:14][N:29]=3)=[CH:26][C:25]=2[O:35][CH3:36])[CH2:19][O:18]1.[CH2:1]([N:3]([CH2:6][C:7]1[S:11][C:10]([C:12]2[O:31][N:30]=[C:28]([C:27]3[CH:32]=[C:33]([CH3:34])[C:24]([O:23][CH2:22][C@@H:20]([OH:21])[CH2:19][OH:18])=[C:25]([O:35][CH3:36])[CH:26]=3)[N:29]=2)=[CH:9][C:8]=1[CH3:15])[CH2:4][CH3:5])[CH3:2], predict the reactants needed to synthesize it. The reactants are: [CH2:1]([N:3]([CH2:6][C:7]1[S:11][C:10]([C:12]([OH:14])=O)=[CH:9][C:8]=1[CH3:15])[CH2:4][CH3:5])[CH3:2].[CH3:16][C:17]1([CH3:37])[O:21][C@H:20]([CH2:22][O:23][C:24]2[C:33]([CH3:34])=[CH:32][C:27]([C:28]([NH:30][OH:31])=[NH:29])=[CH:26][C:25]=2[O:35][CH3:36])[CH2:19][O:18]1.Cl.N.